Dataset: Forward reaction prediction with 1.9M reactions from USPTO patents (1976-2016). Task: Predict the product of the given reaction. (1) Given the reactants Br[CH2:2][CH2:3][C:4]([F:7])([F:6])[F:5].C(=O)([O-])[O-].[K+].[K+].[CH2:14]([CH2:16][NH2:17])[OH:15], predict the reaction product. The product is: [NH3:17].[F:5][C:4]([F:7])([F:6])[CH2:3][CH2:2][NH:17][CH2:16][CH2:14][OH:15]. (2) Given the reactants CO[C:3]1[CH:15]=[CH:14][C:6]([NH:7][C:8]2[CH:13]=[CH:12][CH:11]=[CH:10]N=2)=[C:5]([NH2:16])[CH:4]=1.[C:17](Cl)(=O)C.[N:21]1C=CC=C[C:22]=1N1C2C=CC=CC=2N=C1/C=C/C1C=CC=CC=1, predict the reaction product. The product is: [CH3:17][C:8]1([C:13]2[CH:12]=[CH:11][CH:10]=[CH:22][N:21]=2)[NH:7][C:6]2[CH:14]=[CH:15][CH:3]=[CH:4][C:5]=2[NH:16]1.